From a dataset of Forward reaction prediction with 1.9M reactions from USPTO patents (1976-2016). Predict the product of the given reaction. (1) Given the reactants [Cl:1][C:2]1[CH:7]=[C:6](Cl)[C:5]([CH3:9])=[CH:4][N:3]=1.[OH-:10].[Na+].[CH3:12]O, predict the reaction product. The product is: [Cl:1][C:2]1[CH:7]=[C:6]([O:10][CH3:12])[C:5]([CH3:9])=[CH:4][N:3]=1. (2) Given the reactants [C:1](Cl)(=[O:5])[C:2]([CH3:4])=[CH2:3].[OH:7][N:8]1[C:12](=[O:13])[CH2:11][CH2:10][C:9]1=[O:14].C(N(CC)CC)C, predict the reaction product. The product is: [C:1]([OH:5])(=[O:7])[C:2]([CH3:4])=[CH2:3].[OH:7][N:8]1[C:12](=[O:13])[CH2:11][CH2:10][C:9]1=[O:14]. (3) The product is: [N:30]1[CH:31]=[CH:32][CH:33]=[C:28]([C:24]2[CH:23]=[C:22]([C:21]3[CH2:20][C:19](=[O:35])[NH:18][C:9]4[CH:10]=[C:11]([C:14]([F:17])([F:16])[F:15])[CH:12]=[CH:13][C:8]=4[N:7]=3)[CH:27]=[CH:26][CH:25]=2)[CH:29]=1. Given the reactants C(OC(=O)[NH:7][C:8]1[CH:13]=[CH:12][C:11]([C:14]([F:17])([F:16])[F:15])=[CH:10][C:9]=1[NH:18][C:19](=[O:35])[CH2:20][C:21](=O)[C:22]1[CH:27]=[CH:26][CH:25]=[C:24]([C:28]2[CH:29]=[N:30][CH:31]=[CH:32][CH:33]=2)[CH:23]=1)(C)(C)C.C(O)(C(F)(F)F)=O, predict the reaction product. (4) Given the reactants [CH3:1][O:2][CH:3]1[C:8](=O)[CH2:7][CH2:6][O:5][CH2:4]1.[CH:10]([O-])=O.[NH4+:13], predict the reaction product. The product is: [CH3:1][O:2][C@H:3]1[C@@H:8]([NH:13][CH3:10])[CH2:7][CH2:6][O:5][CH2:4]1. (5) Given the reactants C(O)(=O)C.[Cl-].[NH4+:6].C[C:8]1[CH:13]=[CH:12][N:11]=[C:10]2[N:14]([CH2:20][C:21]3[CH:26]=[CH:25][CH:24]=[CH:23][C:22]=3[F:27])[N:15]=[C:16]([C:17](=[NH:19])[O-])[C:9]=12, predict the reaction product. The product is: [F:27][C:22]1[CH:23]=[CH:24][CH:25]=[CH:26][C:21]=1[CH2:20][N:14]1[C:10]2=[N:11][CH:12]=[CH:13][CH:8]=[C:9]2[C:16]([C:17]([NH2:19])=[NH:6])=[N:15]1. (6) Given the reactants [CH2:1]1CN([P+](ON2N=NC3C=CC=CC2=3)(N2CCCC2)N2CCCC2)C[CH2:2]1.F[P-](F)(F)(F)(F)F.[Br:34][C:35]1[S:36][C:37]([NH:43][C:44]([O:46][C:47]([CH3:50])([CH3:49])[CH3:48])=[O:45])=[C:38]([C:40]([OH:42])=O)[N:39]=1.[NH2:51][C:52]1[CH:53]=[N:54][N:55]([CH3:72])[C:56]=1[N:57]1[CH2:62][CH2:61][CH:60]([CH2:63][NH:64][C:65](=[O:71])[O:66][C:67]([CH3:70])(C)C)[CH2:59][CH2:58]1.CCN(C(C)C)C(C)C, predict the reaction product. The product is: [CH2:67]([O:66][C:65]([NH:64][CH2:63][CH:60]1[CH2:59][CH2:58][N:57]([C:56]2[N:55]([CH3:72])[N:54]=[CH:53][C:52]=2[NH:51][C:40]([C:38]2[N:39]=[C:35]([Br:34])[S:36][C:37]=2[NH:43][C:44](=[O:45])[O:46][C:47]([CH3:50])([CH3:49])[CH3:48])=[O:42])[CH2:62][CH2:61]1)=[O:71])[CH2:70][CH2:1][CH3:2].